This data is from Reaction yield outcomes from USPTO patents with 853,638 reactions. The task is: Predict the reaction yield, written as a fraction of the theoretical maximum amount of product (1.0 means a 100% yield; for example, 0.34 means a 34% yield). The reactants are F[P-](F)(F)(F)(F)F.N1(O[P+](N(C)C)(N(C)C)N(C)C)C2C=CC=C[C:11]=2N=N1.[C:28]([O:32][C:33]([N:35]([C:81]([O:83][C:84]([CH3:87])([CH3:86])[CH3:85])=[O:82])[C:36]1[C:45]2[C:40](=[CH:41][C:42]([NH:46][CH:47]([C:51]3[CH:56]=[CH:55][C:54]([C@@H:57]([CH3:79])[CH2:58][O:59][C:60](=[O:78])[NH:61][C:62]4[CH:67]=[C:66]([CH2:68][NH:69][CH3:70])[C:65]([O:71][C@H:72]5[CH2:76][CH2:75][O:74][CH2:73]5)=[C:64]([F:77])[CH:63]=4)=[C:53](C)[CH:52]=3)[C:48]([OH:50])=O)=[CH:43][CH:44]=2)[CH:39]=[CH:38][N:37]=1)=[O:34])([CH3:31])([CH3:30])[CH3:29]. The catalyst is CN(C)C1C=CN=CC=1.C(Cl)Cl.CN(C=O)C. The product is [C:28]([O:32][C:33]([N:35]([C:36]1[C:45]2[C:44](=[CH:43][C:42]([NH:46][CH:47]3[C:48](=[O:50])[N:69]([CH3:70])[CH2:68][C:66]4[CH:67]=[C:62]([CH:63]=[C:64]([F:77])[C:65]=4[O:71][C@H:72]4[CH2:76][CH2:75][O:74][CH2:73]4)[NH:61][C:60](=[O:78])[O:59][CH2:58][C@H:57]([CH3:79])[C:54]4[C:53]([CH3:11])=[CH:52][C:51]3=[CH:56][CH:55]=4)=[CH:41][CH:40]=2)[CH:39]=[CH:38][N:37]=1)[C:81](=[O:82])[O:83][C:84]([CH3:85])([CH3:87])[CH3:86])=[O:34])([CH3:31])([CH3:29])[CH3:30]. The yield is 0.617.